Dataset: Forward reaction prediction with 1.9M reactions from USPTO patents (1976-2016). Task: Predict the product of the given reaction. (1) The product is: [C:1]1([C:7]2[CH:8]=[CH:9][C:18]([C:17]([OH:15])=[O:19])=[N:11][CH:12]=2)[CH:6]=[CH:5][CH:4]=[CH:3][CH:2]=1. Given the reactants [C:1]1([C:7]2[CH:8]=[CH:9]C(C#N)=[N:11][CH:12]=2)[CH:6]=[CH:5][CH:4]=[CH:3][CH:2]=1.[OH-:15].[Na+].[CH2:17]([OH:19])[CH3:18], predict the reaction product. (2) The product is: [Cl:27][C:23]1[CH:24]=[C:25]2[C:20](=[CH:21][CH:22]=1)[NH:19][C:18](=[O:28])[C:17]([C@@H:15]([NH:14][C:10]1[N:9]=[C:8]([C:34]3[N:30]([CH3:29])[N:31]=[CH:32][CH:33]=3)[CH:13]=[CH:12][N:11]=1)[CH3:16])=[CH:26]2. Given the reactants O1CCOCC1.Br[C:8]1[CH:13]=[CH:12][N:11]=[C:10]([NH:14][C@H:15]([C:17]2[C:18](=[O:28])[NH:19][C:20]3[C:25]([CH:26]=2)=[CH:24][C:23]([Cl:27])=[CH:22][CH:21]=3)[CH3:16])[N:9]=1.[CH3:29][N:30]1[C:34](B(O)O)=[CH:33][CH:32]=[N:31]1.[O-]P([O-])([O-])=O.[K+].[K+].[K+], predict the reaction product. (3) Given the reactants [NH:1](C(OCC1C=CC=CC=1)=O)[C:2]([C:5]([NH:7][C@H:8]([C:16]([N:18]1[CH2:29][CH2:28][CH2:27][C@@H:19]1[C:20]([O:22][C:23]([CH3:26])([CH3:25])[CH3:24])=[O:21])=[O:17])[CH2:9][C:10]1[CH:15]=[CH:14][CH:13]=[CH:12][CH:11]=1)=[O:6])([CH3:4])[CH3:3], predict the reaction product. The product is: [NH2:1][C:2]([C:5]([NH:7][C@H:8]([C:16]([N:18]1[CH2:29][CH2:28][CH2:27][C@@H:19]1[C:20]([O:22][C:23]([CH3:25])([CH3:24])[CH3:26])=[O:21])=[O:17])[CH2:9][C:10]1[CH:15]=[CH:14][CH:13]=[CH:12][CH:11]=1)=[O:6])([CH3:3])[CH3:4]. (4) Given the reactants [NH2:1][C:2]1[CH:3]=[C:4]([CH:7]=[CH:8][C:9]=1[NH2:10])[C:5]#[N:6].Br[C:12]#[N:13].[OH-].[Na+], predict the reaction product. The product is: [NH2:13][C:12]1[NH:1][C:2]2[CH:3]=[C:4]([C:5]#[N:6])[CH:7]=[CH:8][C:9]=2[N:10]=1. (5) The product is: [CH2:1]([N:8]1[CH2:13][CH2:12][O:11][CH:10]2[CH2:14][NH:15][CH2:16][CH2:17][CH:9]12)[C:2]1[CH:3]=[CH:4][CH:5]=[CH:6][CH:7]=1. Given the reactants [CH2:1]([N:8]1[CH2:13][CH2:12][O:11][C@@H:10]2[CH2:14][N:15](C(OC(C)(C)C)=O)[CH2:16][CH2:17][C@@H:9]12)[C:2]1[CH:7]=[CH:6][CH:5]=[CH:4][CH:3]=1.Cl, predict the reaction product. (6) Given the reactants Br[C:2]1[CH:10]=[C:9]2[C:5]([C:6]([CH3:14])([CH3:13])[C:7](=[O:12])[N:8]2[CH3:11])=[CH:4][C:3]=1[F:15].C1(P(C2C=CC=CC=2)C2C=CC3C(=CC=CC=3)C=2C2C3C(=CC=CC=3)C=CC=2P(C2C=CC=CC=2)C2C=CC=CC=2)C=CC=CC=1.[CH2:62]([NH2:69])[C:63]1[CH:68]=[CH:67][CH:66]=[CH:65][CH:64]=1.C[Si]([N-][Si](C)(C)C)(C)C.[Li+], predict the reaction product. The product is: [CH2:62]([NH:69][C:2]1[CH:10]=[C:9]2[C:5]([C:6]([CH3:14])([CH3:13])[C:7](=[O:12])[N:8]2[CH3:11])=[CH:4][C:3]=1[F:15])[C:63]1[CH:68]=[CH:67][CH:66]=[CH:65][CH:64]=1. (7) Given the reactants [C:1]([C:4]1[S:8][C:7]([O:9][C:10]2[CH:11]=[C:12]([CH3:26])[C:13]3[CH:17]([CH2:18][C:19]([O:21]CC)=[O:20])[O:16][B:15]([OH:24])[C:14]=3[CH:25]=2)=[N:6][N:5]=1)(=[O:3])[NH2:2].[Li+].[OH-], predict the reaction product. The product is: [C:1]([C:4]1[S:8][C:7]([O:9][C:10]2[CH:11]=[C:12]([CH3:26])[C:13]3[CH:17]([CH2:18][C:19]([OH:21])=[O:20])[O:16][B:15]([OH:24])[C:14]=3[CH:25]=2)=[N:6][N:5]=1)(=[O:3])[NH2:2]. (8) Given the reactants [CH2:1]([O:3][C:4]([C:6]1[CH:11]=[C:10]([O:12][CH3:13])[N:9]=[C:8]([CH2:14][NH:15][C:16]([NH:18]C(OCC2C3C=CC=CC=3C3C2=CC=CC=3)=O)=S)[CH:7]=1)=[O:5])[CH3:2].C1CCC(N=C=NC2CCCCC2)CC1, predict the reaction product. The product is: [NH:18]=[C:16]1[N:9]2[C:10]([O:12][CH3:13])=[CH:11][C:6]([C:4]([O:3][CH2:1][CH3:2])=[O:5])=[CH:7][C:8]2=[CH:14][NH:15]1.